From a dataset of Peptide-MHC class I binding affinity with 185,985 pairs from IEDB/IMGT. Regression. Given a peptide amino acid sequence and an MHC pseudo amino acid sequence, predict their binding affinity value. This is MHC class I binding data. The peptide sequence is FVNYDFTIV. The MHC is HLA-A02:02 with pseudo-sequence HLA-A02:02. The binding affinity (normalized) is 0.659.